The task is: Regression. Given a peptide amino acid sequence and an MHC pseudo amino acid sequence, predict their binding affinity value. This is MHC class II binding data.. This data is from Peptide-MHC class II binding affinity with 134,281 pairs from IEDB. (1) The peptide sequence is VSRGTAKLRWFHERG. The MHC is HLA-DQA10601-DQB10402 with pseudo-sequence HLA-DQA10601-DQB10402. The binding affinity (normalized) is 0.546. (2) The peptide sequence is EKKYFAAWQFEPLAA. The MHC is HLA-DQA10501-DQB10201 with pseudo-sequence HLA-DQA10501-DQB10201. The binding affinity (normalized) is 0.503. (3) The peptide sequence is ALAQQRYWQIGSMYQGL. The MHC is DRB1_0401 with pseudo-sequence DRB1_0401. The binding affinity (normalized) is 0.403. (4) The binding affinity (normalized) is 0.376. The MHC is DRB1_0101 with pseudo-sequence DRB1_0101. The peptide sequence is TKIQYVIRAQLHVGA. (5) The peptide sequence is SEDLGKTFSVGTGNC. The MHC is HLA-DQA10201-DQB10301 with pseudo-sequence HLA-DQA10201-DQB10301. The binding affinity (normalized) is 0.631. (6) The peptide sequence is FQKTILKATTALKDV. The binding affinity (normalized) is 0.371. The MHC is H-2-IAb with pseudo-sequence H-2-IAb. (7) The peptide sequence is EKKYNAATQFEPLAA. The MHC is HLA-DPA10103-DPB10401 with pseudo-sequence HLA-DPA10103-DPB10401. The binding affinity (normalized) is 0.504. (8) The peptide sequence is EKKYFAATQFEMLAA. The MHC is DRB1_1602 with pseudo-sequence DRB1_1602. The binding affinity (normalized) is 0.722.